From a dataset of Reaction yield outcomes from USPTO patents with 853,638 reactions. Predict the reaction yield, written as a fraction of the theoretical maximum amount of product (1.0 means a 100% yield; for example, 0.34 means a 34% yield). (1) The reactants are [Br:1][C:2]1[NH:6][C:5]2[CH:7]=[CH:8][CH:9]=[CH:10][C:4]=2[N:3]=1.[CH2:11](Br)[CH:12]=[CH2:13].O1CCOCC1.[OH-].[Na+]. The catalyst is C(OCC)(=O)C. The product is [CH2:13]([N:3]1[C:4]2[CH:10]=[CH:9][CH:8]=[CH:7][C:5]=2[N:6]=[C:2]1[Br:1])[CH:12]=[CH2:11]. The yield is 0.520. (2) The reactants are [F:1][C:2]([F:7])([F:6])[C:3]([OH:5])=[O:4].[C:8]1([C:14]2[CH:19]=[C:18]([CH:20]3[CH2:25][CH2:24][NH:23][CH2:22][CH2:21]3)[CH:17]=[CH:16][C:15]=2[NH:26][C:27]([C:29]2[NH:30][CH:31]=[C:32]([C:34]#[N:35])[N:33]=2)=[O:28])[CH2:13][CH2:12][CH2:11][CH2:10][CH:9]=1.CCN(CC)CC.[C:43](#[N:46])[CH:44]=[CH2:45].CO. The catalyst is ClCCCl. The product is [F:1][C:2]([F:7])([F:6])[C:3]([OH:5])=[O:4].[C:43]([CH2:44][CH2:45][N:23]1[CH2:22][CH2:21][CH:20]([C:18]2[CH:17]=[CH:16][C:15]([NH:26][C:27]([C:29]3[NH:30][CH:31]=[C:32]([C:34]#[N:35])[N:33]=3)=[O:28])=[C:14]([C:8]3[CH2:13][CH2:12][CH2:11][CH2:10][CH:9]=3)[CH:19]=2)[CH2:25][CH2:24]1)#[N:46]. The yield is 0.950. (3) The yield is 0.830. The product is [CH2:20]([C:21]1[C:3]([C:5]2[CH:10]=[CH:9][C:8]([O:11][CH3:12])=[CH:7][CH:6]=2)=[CH:2][N:23]2[C:22]=1[CH:27]=[CH:26][CH:25]=[CH:24]2)[CH2:19][C:13]1[CH:14]=[CH:15][CH:16]=[CH:17][CH:18]=1. The reactants are Br[CH2:2][C:3]([C:5]1[CH:10]=[CH:9][C:8]([O:11][CH3:12])=[CH:7][CH:6]=1)=O.[C:13]1([CH2:19][CH2:20][CH2:21][C:22]2[CH:27]=[CH:26][CH:25]=[CH:24][N:23]=2)[CH:18]=[CH:17][CH:16]=[CH:15][CH:14]=1.C(=O)([O-])[O-].[K+].[K+]. The catalyst is CC(C)=O. (4) The reactants are [C:1]([O:9][CH2:10][C@:11]12[CH2:37][CH2:36][C@@H:35]([C:38]([CH3:40])=[CH2:39])[C@@H:12]1[C@@H:13]1[C@@:26]([CH3:29])([CH2:27][CH2:28]2)[C@@:25]2([CH3:30])[C@@H:16]([C@:17]3([CH3:34])[C@@H:22]([CH2:23][CH2:24]2)[C:21]([CH3:32])([CH3:31])[C@@H:20]([OH:33])[CH2:19][CH2:18]3)[CH2:15][CH2:14]1)(=[O:8])[C:2]1[CH:7]=[CH:6][CH:5]=[CH:4][CH:3]=1.C1C=C[NH+]=CC=1.[O-][Cr](Cl)(=O)=O. The catalyst is C(Cl)Cl. The product is [C:1]([O:9][CH2:10][C@:11]12[CH2:37][CH2:36][C@@H:35]([C:38]([CH3:40])=[CH2:39])[C@@H:12]1[C@@H:13]1[C@@:26]([CH3:29])([CH2:27][CH2:28]2)[C@@:25]2([CH3:30])[C@@H:16]([C@:17]3([CH3:34])[C@@H:22]([CH2:23][CH2:24]2)[C:21]([CH3:31])([CH3:32])[C:20](=[O:33])[CH2:19][CH2:18]3)[CH2:15][CH2:14]1)(=[O:8])[C:2]1[CH:3]=[CH:4][CH:5]=[CH:6][CH:7]=1. The yield is 0.960. (5) The reactants are [CH3:1][O:2][C:3]([C:5]([C:7]1[CH:12]=[CH:11][CH:10]=[CH:9][CH:8]=1)=[O:6])=[O:4].C=C[C@@H]1[C@@H]2C[C@@H]([C@H](O)C3C4C(=CC=CC=4)N=CC=3)N(CC2)C1.[H][H]. The catalyst is C1(C)C=CC=CC=1. The product is [C:3]([O:2][CH3:1])(=[O:4])[C@@H:5]([C:7]1[CH:12]=[CH:11][CH:10]=[CH:9][CH:8]=1)[OH:6]. The yield is 0.750. (6) The reactants are O.NN.[F:4][C:5]1[CH:10]=[CH:9][C:8]([CH:11]([C:30]2[CH:35]=[CH:34][C:33]([F:36])=[CH:32][CH:31]=2)[N:12]2[CH2:17][CH2:16][CH:15]([O:18][N:19]3[C:27](=[O:28])C4C(=CC=CC=4)C3=O)[CH2:14][CH2:13]2)=[CH:7][CH:6]=1.[F:37][C:38]1[CH:43]=[CH:42][C:41]([N:44]=C=O)=[CH:40][CH:39]=1. The catalyst is C(Cl)Cl. The product is [F:36][C:33]1[CH:34]=[CH:35][C:30]([CH:11]([C:8]2[CH:9]=[CH:10][C:5]([F:4])=[CH:6][CH:7]=2)[N:12]2[CH2:17][CH2:16][CH:15]([O:18][NH:19][C:27]([NH:44][C:41]3[CH:42]=[CH:43][C:38]([F:37])=[CH:39][CH:40]=3)=[O:28])[CH2:14][CH2:13]2)=[CH:31][CH:32]=1. The yield is 0.650.